Dataset: Forward reaction prediction with 1.9M reactions from USPTO patents (1976-2016). Task: Predict the product of the given reaction. (1) Given the reactants Cl.[NH2:2][CH:3]([C:7]1[CH:12]=[C:11]([O:13][CH3:14])[CH:10]=[C:9]([O:15][CH3:16])[CH:8]=1)[C:4]([OH:6])=[O:5].[OH-].[Na+].[C:19]([O:23][C:24](O[C:24]([O:23][C:19]([CH3:22])([CH3:21])[CH3:20])=[O:25])=[O:25])([CH3:22])([CH3:21])[CH3:20], predict the reaction product. The product is: [C:19]([O:23][C:24]([NH:2][CH:3]([C:7]1[CH:8]=[C:9]([O:15][CH3:16])[CH:10]=[C:11]([O:13][CH3:14])[CH:12]=1)[C:4]([OH:6])=[O:5])=[O:25])([CH3:22])([CH3:21])[CH3:20]. (2) The product is: [CH:1]1([CH2:7][CH2:8][CH2:9][C:10]2[CH:11]=[C:12]([CH:17]=[CH:18][CH:19]=2)[C:13]([O:15][CH3:16])=[O:14])[CH2:6][CH2:5][CH2:4][CH2:3][CH2:2]1. Given the reactants [CH:1]1([CH2:7][CH:8]=[CH:9][C:10]2[CH:11]=[C:12]([CH:17]=[CH:18][CH:19]=2)[C:13]([O:15][CH3:16])=[O:14])[CH2:6][CH2:5][CH2:4][CH2:3][CH2:2]1, predict the reaction product. (3) Given the reactants [CH:1]1([O:4][C:5]2[CH:6]=[C:7]([C:15]3[NH:32][C:18]4[CH:19]=[N:20][N:21](COCC[Si](C)(C)C)[C:22](=[O:23])[C:17]=4[C:16]=3[CH2:33][CH2:34][C:35]3[CH:40]=[CH:39][CH:38]=[CH:37][CH:36]=3)[CH:8]=[CH:9][C:10]=2[O:11][CH:12]([F:14])[F:13])[CH2:3][CH2:2]1.C1(OC2C=C(C3NC4C=NN(COCC[Si](C)(C)C)C(=O)C=4C=3CCC)C=CC=2OC(F)F)CC1, predict the reaction product. The product is: [CH:1]1([O:4][C:5]2[CH:6]=[C:7]([C:15]3[NH:32][C:18]4[CH:19]=[N:20][NH:21][C:22](=[O:23])[C:17]=4[C:16]=3[CH2:33][CH2:34][C:35]3[CH:36]=[CH:37][CH:38]=[CH:39][CH:40]=3)[CH:8]=[CH:9][C:10]=2[O:11][CH:12]([F:13])[F:14])[CH2:3][CH2:2]1. (4) The product is: [CH:29]1([N:36]([C:26]2[CH:25]=[CH:22][C:21]([O:49][CH3:46])=[C:20]([F:19])[CH:27]=2)[C:2]2[N:4]=[C:5]([N:44]([CH3:45])[CH:41]3[CH2:42][CH2:43][N:38]([CH3:37])[CH2:39][CH2:40]3)[N:7]=[C:8]([NH2:13])[N:1]=2)[CH2:35][CH2:34][CH2:33][CH2:32][CH2:31][CH2:30]1. Given the reactants [N:1]1[C:8](Cl)=[N:7][C:5](Cl)=[N:4][C:2]=1Cl.C([N:13](CC)C(C)C)(C)C.[F:19][C:20]1[CH:21]=[C:22]([CH:25]=[CH:26][C:27]=1N)OC.[CH:29]1([NH2:36])[CH2:35][CH2:34][CH2:33][CH2:32][CH2:31][CH2:30]1.[CH3:37][N:38]1[CH2:43][CH2:42][CH:41]([NH:44][CH3:45])[CH2:40][CH2:39]1.[C:46](=[O:49])(O)[O-].[Na+], predict the reaction product. (5) Given the reactants Cl[C:2]1[N:24]=[C:5]2[C:6]([NH:10][CH2:11][C:12]3[C:13]([N:18]([CH3:23])[S:19]([CH3:22])(=[O:21])=[O:20])=[N:14][CH:15]=[CH:16][CH:17]=3)=[CH:7][CH:8]=[CH:9][N:4]2[N:3]=1.[CH3:25][O:26][C:27]1[CH:32]=[C:31]([N:33]2[CH2:38][CH2:37][N:36]([CH3:39])[CH2:35][CH2:34]2)[CH:30]=[CH:29][C:28]=1[NH2:40].C1(P(C2CCCCC2)C2C=CC=CC=2C2C=CC=CC=2P(C2CCCCC2)C2CCCCC2)CCCCC1, predict the reaction product. The product is: [CH3:25][O:26][C:27]1[CH:32]=[C:31]([N:33]2[CH2:34][CH2:35][N:36]([CH3:39])[CH2:37][CH2:38]2)[CH:30]=[CH:29][C:28]=1[NH:40][C:2]1[N:24]=[C:5]2[C:6]([NH:10][CH2:11][C:12]3[C:13]([N:18]([CH3:23])[S:19]([CH3:22])(=[O:21])=[O:20])=[N:14][CH:15]=[CH:16][CH:17]=3)=[CH:7][CH:8]=[CH:9][N:4]2[N:3]=1. (6) Given the reactants [Br:1][C:2]1[CH:7]=[CH:6][C:5]([CH:8]([CH2:19][CH2:20][CH2:21][C:22]([F:25])([F:24])[F:23])[CH2:9][C:10]([C:12]2[CH:13]=[CH:14][C:15](=[O:18])[NH:16][CH:17]=2)=[O:11])=[CH:4][CH:3]=1.IC.[C:28](=O)([O-])[O-].[K+].[K+], predict the reaction product. The product is: [Br:1][C:2]1[CH:7]=[CH:6][C:5]([CH:8]([CH2:19][CH2:20][CH2:21][C:22]([F:25])([F:23])[F:24])[CH2:9][C:10]([C:12]2[CH:13]=[CH:14][C:15](=[O:18])[N:16]([CH3:28])[CH:17]=2)=[O:11])=[CH:4][CH:3]=1. (7) Given the reactants [CH3:1][O:2][C:3]1[CH:4]=[C:5]([C:11]([CH3:15])([CH3:14])[CH2:12][NH2:13])[CH:6]=[CH:7][C:8]=1[O:9][CH3:10].[O:16]1[C:20]2[CH:21]=[CH:22][CH:23]=[CH:24][C:19]=2[CH:18]=[C:17]1[C:25](Cl)=[O:26].C(N(CC)CC)C, predict the reaction product. The product is: [CH3:1][O:2][C:3]1[CH:4]=[C:5]([C:11]([CH3:15])([CH3:14])[CH2:12][NH:13][C:25]([C:17]2[O:16][C:20]3[CH:21]=[CH:22][CH:23]=[CH:24][C:19]=3[CH:18]=2)=[O:26])[CH:6]=[CH:7][C:8]=1[O:9][CH3:10]. (8) Given the reactants [CH3:1][O:2][C:3]1[CH:4]=[C:5]2[C:10](=[CH:11][CH:12]=1)[CH:9]=[C:8]([OH:13])[CH:7]=[CH:6]2.C(OC([N:21]1[CH2:26][CH2:25][C:24]2([CH2:31][CH2:30][CH:29](O)[CH2:28][CH2:27]2)[CH2:23][CH2:22]1)=O)(C)(C)C, predict the reaction product. The product is: [CH3:1][O:2][C:3]1[CH:4]=[C:5]2[C:10](=[CH:11][CH:12]=1)[CH:9]=[C:8]([O:13][CH:29]1[CH2:30][CH2:31][C:24]3([CH2:25][CH2:26][NH:21][CH2:22][CH2:23]3)[CH2:27][CH2:28]1)[CH:7]=[CH:6]2. (9) Given the reactants [ClH:1].[F:2][C:3]1[CH:22]=[C:21]([CH3:23])[C:20]([O:24][C:25]([O:27][CH3:28])=[O:26])=[CH:19][C:4]=1[NH:5][C:6]1[C:15]2[C:10](=[CH:11][C:12]([N+:16]([O-])=O)=[CH:13][CH:14]=2)[N:9]=[CH:8][N:7]=1.CO, predict the reaction product. The product is: [ClH:1].[NH2:16][C:12]1[CH:11]=[C:10]2[C:15]([C:6]([NH:5][C:4]3[CH:19]=[C:20]([O:24][C:25]([O:27][CH3:28])=[O:26])[C:21]([CH3:23])=[CH:22][C:3]=3[F:2])=[N:7][CH:8]=[N:9]2)=[CH:14][CH:13]=1. (10) Given the reactants Br[C:2]1[CH:3]=[C:4]([C:11]([F:14])([F:13])[F:12])[C:5](=[O:10])[N:6]([CH2:8][CH3:9])[CH:7]=1.C(Cl)Cl.C[OH:19].C1CCN2C(=NCCC2)CC1.C1[CH2:35][O:34][CH2:33]C1, predict the reaction product. The product is: [CH2:8]([N:6]1[C:5](=[O:10])[C:4]([C:11]([F:14])([F:13])[F:12])=[CH:3][C:2]([C:33]([O:34][CH3:35])=[O:19])=[CH:7]1)[CH3:9].